Dataset: Forward reaction prediction with 1.9M reactions from USPTO patents (1976-2016). Task: Predict the product of the given reaction. (1) Given the reactants [Cl:1][C:2]1[CH:17]=[CH:16][C:5]([O:6][C:7]2[CH:8]=[C:9]([CH:13]=[CH:14][CH:15]=2)[C:10](Cl)=[O:11])=[C:4]([N+:18]([O-:20])=[O:19])[CH:3]=1.[CH3:21][NH:22][CH3:23].O, predict the reaction product. The product is: [Cl:1][C:2]1[CH:17]=[CH:16][C:5]([O:6][C:7]2[CH:8]=[C:9]([CH:13]=[CH:14][CH:15]=2)[C:10]([N:22]([CH3:23])[CH3:21])=[O:11])=[C:4]([N+:18]([O-:20])=[O:19])[CH:3]=1. (2) Given the reactants [CH2:1]([O:3][C:4](=[O:28])[CH2:5][N:6]([CH2:22][C:23](=[O:27])[O:24][CH2:25][CH3:26])[C:7]1[CH:8]=[C:9]([C:14]2[S:15][CH:16]=[C:17]([C:19]([OH:21])=O)[N:18]=2)[CH:10]=[CH:11][C:12]=1[CH3:13])[CH3:2].[N:29]1C2C(=NC=CC=2)N(O)N=1.CCN=C=NCCCN(C)C.N, predict the reaction product. The product is: [CH2:1]([O:3][C:4](=[O:28])[CH2:5][N:6]([CH2:22][C:23]([O:24][CH2:25][CH3:26])=[O:27])[C:7]1[CH:8]=[C:9]([C:14]2[S:15][CH:16]=[C:17]([C:19]([NH2:29])=[O:21])[N:18]=2)[CH:10]=[CH:11][C:12]=1[CH3:13])[CH3:2]. (3) Given the reactants [C:1]1([N:7]2[C:11]([C:12](Cl)=[O:13])=[CH:10][CH:9]=[N:8]2)[CH:6]=[CH:5][CH:4]=[CH:3][CH:2]=1.[NH2:15][C:16]1[CH:17]=[C:18]([CH:31]=[CH:32][CH:33]=1)[C:19]([C:21]1[CH:29]=[C:28]2[C:24]([CH2:25][C:26](=[O:30])[NH:27]2)=[CH:23][CH:22]=1)=[O:20], predict the reaction product. The product is: [O:30]=[C:26]1[CH2:25][C:24]2[C:28](=[CH:29][C:21]([C:19]([C:18]3[CH:17]=[C:16]([NH:15][C:12]([C:11]4[N:7]([C:1]5[CH:6]=[CH:5][CH:4]=[CH:3][CH:2]=5)[N:8]=[CH:9][CH:10]=4)=[O:13])[CH:33]=[CH:32][CH:31]=3)=[O:20])=[CH:22][CH:23]=2)[NH:27]1. (4) Given the reactants C(OC(=O)[NH:10][CH2:11][C:12]1[NH:13][C:14]2[C:19]([CH:20]=1)=[CH:18][CH:17]=[C:16]([OH:21])[CH:15]=2)C1C=CC=CC=1.C([O-])([O-])=O.[Cs+].[Cs+].Cl[CH:30]([C:36]([O:38][CH2:39][CH3:40])=[O:37])[C:31]([O:33][CH2:34][CH3:35])=[O:32], predict the reaction product. The product is: [CH2:34]([O:33][C:31](=[O:32])[CH:30]([O:21][C:16]1[CH:15]=[C:14]2[C:19]([CH:20]=[C:12]([CH2:11][NH2:10])[NH:13]2)=[CH:18][CH:17]=1)[C:36]([O:38][CH2:39][CH3:40])=[O:37])[CH3:35]. (5) Given the reactants [Br:1][C:2]1[CH:19]=[CH:18][C:17]([O:20][Si:21]([C:24]([CH3:27])([CH3:26])[CH3:25])([CH3:23])[CH3:22])=[CH:16][C:3]=1[CH2:4]N1C(=O)C2C(=CC=CC=2)C1=O.C(#N)CC.C1(C)C=CC=CC=1P(C1C=CC=CC=1C)C1C=CC=CC=1C.C(N(C(C)C)CC)(C)C.N#N.C(OC(C)(C)C)(=O)C=C.[F-].C([N+](CCCC)(CCCC)CCCC)CCC, predict the reaction product. The product is: [Br:1][C:2]1[CH:19]=[CH:18][C:17]([O:20][Si:21]([C:24]([CH3:25])([CH3:26])[CH3:27])([CH3:22])[CH3:23])=[CH:16][C:3]=1[CH3:4]. (6) Given the reactants [CH3:1][C:2]1[CH:7]=[CH:6][C:5]([C:8]2[CH:13]=[C:12]([N:14]3[C:22]4[C:17](=[CH:18][CH:19]=[CH:20][CH:21]=4)[CH2:16][C:15]3=[O:23])[CH:11]=[C:10]([C:24](O)=[O:25])[CH:9]=2)=[CH:4][CH:3]=1.[CH3:27][C:28]1[N:29]=[CH:30][C:31]([CH2:34][NH2:35])=[N:32][CH:33]=1.C1C=NC2N(O)N=NC=2C=1.CN1CCOCC1.CCN=C=NCCCN(C)C, predict the reaction product. The product is: [CH3:27][C:28]1[N:29]=[CH:30][C:31]([CH2:34][NH:35][C:24]([C:10]2[CH:9]=[C:8]([C:5]3[CH:4]=[CH:3][C:2]([CH3:1])=[CH:7][CH:6]=3)[CH:13]=[C:12]([N:14]3[C:22]4[C:17](=[CH:18][CH:19]=[CH:20][CH:21]=4)[CH2:16][C:15]3=[O:23])[CH:11]=2)=[O:25])=[N:32][CH:33]=1. (7) Given the reactants C(O[CH:4](SCC)[C@@H:5]1[CH2:9][CH2:8][CH2:7][N:6]1[C:10](=[O:43])[C:11]1[CH:16]=[C:15]([O:17][CH3:18])[C:14]([O:19][CH2:20][CH2:21][CH2:22][CH2:23][O:24][C:25]2[C:39]([O:40][CH3:41])=[CH:38][C:28]3[C:29](=[O:37])[N:30]4[CH2:36][CH2:35][CH2:34][C@H:31]4[CH2:32][NH:33][C:27]=3[CH:26]=2)=[CH:13][C:12]=1[NH2:42])C.C([O-])([O-])=O.[Ca+2].CCOC(C)=O, predict the reaction product. The product is: [CH3:18][O:17][C:15]1[C:14]([O:19][CH2:20][CH2:21][CH2:22][CH2:23][O:24][C:25]2[C:39]([O:40][CH3:41])=[CH:38][C:28]3[C:29](=[O:37])[N:30]4[CH2:36][CH2:35][CH2:34][C@H:31]4[CH2:32][NH:33][C:27]=3[CH:26]=2)=[CH:13][C:12]2[N:42]=[CH:4][C@@H:5]3[CH2:9][CH2:8][CH2:7][N:6]3[C:10](=[O:43])[C:11]=2[CH:16]=1.